This data is from Forward reaction prediction with 1.9M reactions from USPTO patents (1976-2016). The task is: Predict the product of the given reaction. Given the reactants [Br:1][C:2]1[CH:3]=[C:4]([OH:9])[C:5]([NH2:8])=[N:6][CH:7]=1.[Cl:10][C:11]1[CH:16]=[CH:15][C:14]([F:17])=[CH:13][C:12]=1[CH:18](O)[CH3:19], predict the reaction product. The product is: [Br:1][C:2]1[CH:3]=[C:4]([O:9][CH:18]([C:12]2[CH:13]=[C:14]([F:17])[CH:15]=[CH:16][C:11]=2[Cl:10])[CH3:19])[C:5]([NH2:8])=[N:6][CH:7]=1.